From a dataset of Merck oncology drug combination screen with 23,052 pairs across 39 cell lines. Regression. Given two drug SMILES strings and cell line genomic features, predict the synergy score measuring deviation from expected non-interaction effect. (1) Drug 1: CCN(CC)CCNC(=O)c1c(C)[nH]c(C=C2C(=O)Nc3ccc(F)cc32)c1C. Drug 2: NC1(c2ccc(-c3nc4ccn5c(=O)[nH]nc5c4cc3-c3ccccc3)cc2)CCC1. Cell line: EFM192B. Synergy scores: synergy=6.30. (2) Drug 1: O=c1[nH]cc(F)c(=O)[nH]1. Drug 2: O=C(CCCCCCC(=O)Nc1ccccc1)NO. Cell line: T47D. Synergy scores: synergy=7.53. (3) Drug 1: COC12C(COC(N)=O)C3=C(C(=O)C(C)=C(N)C3=O)N1CC1NC12. Drug 2: CC1(c2nc3c(C(N)=O)cccc3[nH]2)CCCN1. Cell line: HCT116. Synergy scores: synergy=4.37. (4) Drug 1: NC1(c2ccc(-c3nc4ccn5c(=O)[nH]nc5c4cc3-c3ccccc3)cc2)CCC1. Drug 2: CC(C)CC(NC(=O)C(Cc1ccccc1)NC(=O)c1cnccn1)B(O)O. Cell line: SKOV3. Synergy scores: synergy=0.726. (5) Drug 1: COc1cccc2c1C(=O)c1c(O)c3c(c(O)c1C2=O)CC(O)(C(=O)CO)CC3OC1CC(N)C(O)C(C)O1. Drug 2: CNC(=O)c1cc(Oc2ccc(NC(=O)Nc3ccc(Cl)c(C(F)(F)F)c3)cc2)ccn1. Cell line: SW837. Synergy scores: synergy=-17.6. (6) Drug 1: O=S1(=O)NC2(CN1CC(F)(F)F)C1CCC2Cc2cc(C=CCN3CCC(C(F)(F)F)CC3)ccc2C1. Drug 2: O=C(CCCCCCC(=O)Nc1ccccc1)NO. Cell line: MSTO. Synergy scores: synergy=-3.54.